Dataset: Cav3 T-type calcium channel HTS with 100,875 compounds. Task: Binary Classification. Given a drug SMILES string, predict its activity (active/inactive) in a high-throughput screening assay against a specified biological target. (1) The drug is O=C1C(C(C2=C(O)CC(CC2=O)(C)C)c2cccnc2)C(=O)CC(C1)(C)C. The result is 0 (inactive). (2) The drug is FC(F)Oc1ccc(NC(=O)COC(=O)C2CC2)cc1. The result is 0 (inactive). (3) The compound is OC(CN1CCN(CC1)c1ccccc1)COc1c(CC=C)cc(cc1)C. The result is 1 (active). (4) The compound is O=C(NCCCC)C1CCN(CC1)Cc1ncccc1. The result is 0 (inactive). (5) The result is 0 (inactive). The molecule is Clc1cc(S(=O)(=O)N2CCOCC2)ccc1OCc1sc2c(n1)cccc2. (6) The drug is S(c1nc(N)c(c(c2ccc(OCC)cc2)c1C#N)C#N)CC(OCC)=O. The result is 0 (inactive).